From a dataset of Catalyst prediction with 721,799 reactions and 888 catalyst types from USPTO. Predict which catalyst facilitates the given reaction. (1) Product: [C:43]([N:40]1[CH2:41][CH2:42][C@H:38]([NH:37][C:34]2[CH:33]=[CH:32][C:31]([NH:30][C:15]3[N:16]=[C:17]([O:18][C:19]4[CH:20]=[C:21]([NH:25][C:26](=[O:29])[CH:27]=[CH2:28])[CH:22]=[CH:23][CH:24]=4)[C:12]4[CH:11]=[CH:10][NH:9][C:13]=4[N:14]=3)=[CH:36][CH:35]=2)[CH2:39]1)(=[O:45])[CH3:44]. Reactant: C(OC[N:9]1[C:13]2[N:14]=[C:15]([NH:30][C:31]3[CH:36]=[CH:35][C:34]([NH:37][C@H:38]4[CH2:42][CH2:41][N:40]([C:43](=[O:45])[CH3:44])[CH2:39]4)=[CH:33][CH:32]=3)[N:16]=[C:17]([O:18][C:19]3[CH:24]=[CH:23][CH:22]=[C:21]([NH:25][C:26](=[O:29])[CH:27]=[CH2:28])[CH:20]=3)[C:12]=2[CH:11]=[CH:10]1)(=O)C(C)(C)C.CO.C1COCC1.[OH-].[Na+]. The catalyst class is: 6. (2) Reactant: [NH3:1].[F:2][C:3]([F:15])([F:14])[C:4]1[CH:9]=[C:8](Cl)[C:7]([N+:11]([O-:13])=[O:12])=[CH:6][N:5]=1. Product: [N+:11]([C:7]1[C:8]([NH2:1])=[CH:9][C:4]([C:3]([F:15])([F:14])[F:2])=[N:5][CH:6]=1)([O-:13])=[O:12]. The catalyst class is: 1.